Dataset: NCI-60 drug combinations with 297,098 pairs across 59 cell lines. Task: Regression. Given two drug SMILES strings and cell line genomic features, predict the synergy score measuring deviation from expected non-interaction effect. (1) Drug 1: CC1C(C(=O)NC(C(=O)N2CCCC2C(=O)N(CC(=O)N(C(C(=O)O1)C(C)C)C)C)C(C)C)NC(=O)C3=C4C(=C(C=C3)C)OC5=C(C(=O)C(=C(C5=N4)C(=O)NC6C(OC(=O)C(N(C(=O)CN(C(=O)C7CCCN7C(=O)C(NC6=O)C(C)C)C)C)C(C)C)C)N)C. Drug 2: CC12CCC3C(C1CCC2OP(=O)(O)O)CCC4=C3C=CC(=C4)OC(=O)N(CCCl)CCCl.[Na+]. Cell line: MDA-MB-231. Synergy scores: CSS=27.1, Synergy_ZIP=-2.70, Synergy_Bliss=1.25, Synergy_Loewe=-6.16, Synergy_HSA=1.80. (2) Drug 1: CC1C(C(CC(O1)OC2CC(CC3=C2C(=C4C(=C3O)C(=O)C5=C(C4=O)C(=CC=C5)OC)O)(C(=O)CO)O)N)O.Cl. Drug 2: C1CNP(=O)(OC1)N(CCCl)CCCl. Cell line: HCT-15. Synergy scores: CSS=-8.71, Synergy_ZIP=-1.83, Synergy_Bliss=-10.1, Synergy_Loewe=-14.0, Synergy_HSA=-10.8. (3) Drug 1: C1CCC(C1)C(CC#N)N2C=C(C=N2)C3=C4C=CNC4=NC=N3. Drug 2: COC1=C(C=C2C(=C1)N=CN=C2NC3=CC(=C(C=C3)F)Cl)OCCCN4CCOCC4. Cell line: SNB-19. Synergy scores: CSS=3.77, Synergy_ZIP=3.32, Synergy_Bliss=-0.741, Synergy_Loewe=-5.46, Synergy_HSA=-3.51. (4) Drug 1: CS(=O)(=O)C1=CC(=C(C=C1)C(=O)NC2=CC(=C(C=C2)Cl)C3=CC=CC=N3)Cl. Drug 2: CNC(=O)C1=NC=CC(=C1)OC2=CC=C(C=C2)NC(=O)NC3=CC(=C(C=C3)Cl)C(F)(F)F. Cell line: A549. Synergy scores: CSS=31.0, Synergy_ZIP=-1.90, Synergy_Bliss=-0.967, Synergy_Loewe=-13.9, Synergy_HSA=-1.24. (5) Drug 1: C1CC(C1)(C(=O)O)C(=O)O.[NH2-].[NH2-].[Pt+2]. Drug 2: C1=NC2=C(N=C(N=C2N1C3C(C(C(O3)CO)O)F)Cl)N. Cell line: HS 578T. Synergy scores: CSS=0.553, Synergy_ZIP=-3.05, Synergy_Bliss=-5.76, Synergy_Loewe=-15.5, Synergy_HSA=-5.17.